From a dataset of Reaction yield outcomes from USPTO patents with 853,638 reactions. Predict the reaction yield, written as a fraction of the theoretical maximum amount of product (1.0 means a 100% yield; for example, 0.34 means a 34% yield). The reactants are [NH2:1][C:2]1[C:3]([Cl:12])=[C:4]([C:8]([Cl:11])=[CH:9][CH:10]=1)[C:5]([OH:7])=[O:6].C(N(CC)CC)C.[CH2:20]([S:23](Cl)(=[O:25])=[O:24])[CH2:21][CH3:22]. The catalyst is ClCCl. The product is [Cl:12][C:3]1[C:2]([NH:1][S:23]([CH2:20][CH2:21][CH3:22])(=[O:25])=[O:24])=[CH:10][CH:9]=[C:8]([Cl:11])[C:4]=1[C:5]([OH:7])=[O:6]. The yield is 0.744.